This data is from Forward reaction prediction with 1.9M reactions from USPTO patents (1976-2016). The task is: Predict the product of the given reaction. (1) The product is: [CH3:40][S:41]([O:22][CH2:21][C@@H:19]1[CH2:18][C:17]2[C:12](=[CH:13][C:14]([NH:23][C:24]([O:25][C:26]([CH3:28])([CH3:29])[CH3:27])=[O:30])=[CH:15][N:16]=2)[N:11]([S:8]([C:6]2[C:5]([CH3:31])=[N:4][N:3]([CH:2]([F:1])[F:32])[CH:7]=2)(=[O:9])=[O:10])[CH2:20]1)(=[O:43])=[O:42]. Given the reactants [F:1][CH:2]([F:32])[N:3]1[CH:7]=[C:6]([S:8]([N:11]2[CH2:20][C@H:19]([CH2:21][OH:22])[CH2:18][C:17]3[N:16]=[CH:15][C:14]([NH:23][C:24](=[O:30])[O:25][C:26]([CH3:29])([CH3:28])[CH3:27])=[CH:13][C:12]2=3)(=[O:10])=[O:9])[C:5]([CH3:31])=[N:4]1.C(N(CC)CC)C.[CH3:40][S:41](O[S:41]([CH3:40])(=[O:43])=[O:42])(=[O:43])=[O:42], predict the reaction product. (2) Given the reactants IC.[Cl:3][C:4]1[N:8]=[CH:7][N:6]([C:9]2[CH:14]=[CH:13][C:12]([N+:15]([O-:17])=[O:16])=[CH:11][C:10]=2[OH:18])[N:5]=1.[OH-].[K+].[CH3:21]S(C)=O, predict the reaction product. The product is: [Cl:3][C:4]1[N:8]=[CH:7][N:6]([C:9]2[CH:14]=[CH:13][C:12]([N+:15]([O-:17])=[O:16])=[CH:11][C:10]=2[O:18][CH3:21])[N:5]=1. (3) Given the reactants Cl[C:2]1[C:3]2[N:4]([C:8]([CH3:27])=[N:9][C:10]=2[C:11]2[CH:20]=[C:19]3[C:14]([CH:15]=[CH:16][C:17]([C:21]4[CH:26]=[CH:25][CH:24]=[CH:23][CH:22]=4)=[N:18]3)=[CH:13][CH:12]=2)[CH:5]=[CH:6][N:7]=1.[NH3:28], predict the reaction product. The product is: [CH3:27][C:8]1[N:4]2[CH:5]=[CH:6][N:7]=[C:2]([NH2:28])[C:3]2=[C:10]([C:11]2[CH:20]=[C:19]3[C:14]([CH:15]=[CH:16][C:17]([C:21]4[CH:22]=[CH:23][CH:24]=[CH:25][CH:26]=4)=[N:18]3)=[CH:13][CH:12]=2)[N:9]=1. (4) Given the reactants [NH2:1][CH2:2][C:3]([NH2:6])([CH3:5])[CH3:4].[C:7](=O)([O:13]C1C=CC=CC=1)[O:8][C:9]([CH3:12])([CH3:11])[CH3:10], predict the reaction product. The product is: [NH2:6][C:3]([CH3:5])([CH3:4])[CH2:2][NH:1][C:7](=[O:13])[O:8][C:9]([CH3:12])([CH3:11])[CH3:10].